From a dataset of Peptide-MHC class II binding affinity with 134,281 pairs from IEDB. Regression. Given a peptide amino acid sequence and an MHC pseudo amino acid sequence, predict their binding affinity value. This is MHC class II binding data. (1) The MHC is DRB5_0101 with pseudo-sequence DRB5_0101. The binding affinity (normalized) is 0. The peptide sequence is TTEEQKLIEDINVGF. (2) The peptide sequence is QLYSKFLLKAEPLAF. The MHC is DRB1_1101 with pseudo-sequence DRB1_1101. The binding affinity (normalized) is 0.654. (3) The peptide sequence is EKKKFAATQFEPLAA. The MHC is DRB1_1602 with pseudo-sequence DRB1_1602. The binding affinity (normalized) is 0.372. (4) The peptide sequence is AIVYYSMYGHIKKMA. The MHC is DRB1_0901 with pseudo-sequence DRB1_0901. The binding affinity (normalized) is 0.638. (5) The peptide sequence is GELQIVYKIDAAFKI. The MHC is DRB1_0701 with pseudo-sequence DRB1_0701. The binding affinity (normalized) is 0.982. (6) The peptide sequence is AAIRFFDHAIGINVP. The MHC is HLA-DPA10103-DPB10301 with pseudo-sequence HLA-DPA10103-DPB10301. The binding affinity (normalized) is 0.819. (7) The MHC is HLA-DPA10103-DPB10301 with pseudo-sequence HLA-DPA10103-DPB10301. The binding affinity (normalized) is 0.0956. The peptide sequence is KDKWIELKESWGAIWRIDTP. (8) The peptide sequence is RRTGNIQIRLPWYSY. The MHC is HLA-DPA10201-DPB10501 with pseudo-sequence HLA-DPA10201-DPB10501. The binding affinity (normalized) is 0.0612. (9) The peptide sequence is ASLIYRRRLMKQDFS. The MHC is DRB1_0301 with pseudo-sequence DRB1_0301. The binding affinity (normalized) is 0.0656.